From a dataset of NCI-60 drug combinations with 297,098 pairs across 59 cell lines. Regression. Given two drug SMILES strings and cell line genomic features, predict the synergy score measuring deviation from expected non-interaction effect. (1) Drug 1: CN1CCC(CC1)COC2=C(C=C3C(=C2)N=CN=C3NC4=C(C=C(C=C4)Br)F)OC. Drug 2: CCC1(CC2CC(C3=C(CCN(C2)C1)C4=CC=CC=C4N3)(C5=C(C=C6C(=C5)C78CCN9C7C(C=CC9)(C(C(C8N6C=O)(C(=O)OC)O)OC(=O)C)CC)OC)C(=O)OC)O.OS(=O)(=O)O. Cell line: SK-MEL-28. Synergy scores: CSS=22.3, Synergy_ZIP=0.684, Synergy_Bliss=4.51, Synergy_Loewe=-15.4, Synergy_HSA=1.24. (2) Drug 1: COC1=C(C=C2C(=C1)N=CN=C2NC3=CC(=C(C=C3)F)Cl)OCCCN4CCOCC4. Drug 2: CC1=C(C(=O)C2=C(C1=O)N3CC4C(C3(C2COC(=O)N)OC)N4)N. Cell line: UO-31. Synergy scores: CSS=33.6, Synergy_ZIP=-8.65, Synergy_Bliss=0.535, Synergy_Loewe=4.04, Synergy_HSA=4.86. (3) Drug 1: C1=C(C(=O)NC(=O)N1)N(CCCl)CCCl. Drug 2: B(C(CC(C)C)NC(=O)C(CC1=CC=CC=C1)NC(=O)C2=NC=CN=C2)(O)O. Cell line: SR. Synergy scores: CSS=32.5, Synergy_ZIP=2.89, Synergy_Bliss=-3.11, Synergy_Loewe=-3.62, Synergy_HSA=0.345. (4) Drug 1: C1=NC2=C(N=C(N=C2N1C3C(C(C(O3)CO)O)O)F)N. Drug 2: COCCOC1=C(C=C2C(=C1)C(=NC=N2)NC3=CC=CC(=C3)C#C)OCCOC.Cl. Cell line: TK-10. Synergy scores: CSS=67.2, Synergy_ZIP=-0.837, Synergy_Bliss=-1.86, Synergy_Loewe=-0.847, Synergy_HSA=3.16.